This data is from Catalyst prediction with 721,799 reactions and 888 catalyst types from USPTO. The task is: Predict which catalyst facilitates the given reaction. (1) Reactant: [CH:1]1[C:10]2[C:5](=[CH:6][CH:7]=[CH:8][CH:9]=2)[CH:4]=[CH:3][C:2]=1[Mg]Br.[N:13]12[CH2:20][CH2:19][C:16]([C:21]([O:23]CC)=O)([CH2:17][CH2:18]1)[CH2:15][CH2:14]2. Product: [N:13]12[CH2:14][CH2:15][C:16]([C:21]([C:3]3[CH:2]=[CH:1][C:10]4[C:5](=[CH:6][CH:7]=[CH:8][CH:9]=4)[CH:4]=3)([C:2]3[CH:3]=[CH:4][C:5]4[C:10](=[CH:9][CH:8]=[CH:7][CH:6]=4)[CH:1]=3)[OH:23])([CH2:17][CH2:18]1)[CH2:19][CH2:20]2. The catalyst class is: 1. (2) Reactant: C([O:3][C:4]([C:6]1[CH:7]=[C:8]2[C:13](=[CH:14][CH:15]=1)[NH:12][CH:11]([C:16]1[CH:21]=[C:20]([N:22]3[CH2:27][CH2:26][O:25][CH2:24][CH2:23]3)[CH:19]=[CH:18][C:17]=1[CH3:28])[CH2:10][C:9]2([CH3:30])[CH3:29])=[O:5])C.[OH-].[Na+].Cl. Product: [CH3:29][C:9]1([CH3:30])[C:8]2[C:13](=[CH:14][CH:15]=[C:6]([C:4]([OH:5])=[O:3])[CH:7]=2)[NH:12][CH:11]([C:16]2[CH:21]=[C:20]([N:22]3[CH2:27][CH2:26][O:25][CH2:24][CH2:23]3)[CH:19]=[CH:18][C:17]=2[CH3:28])[CH2:10]1. The catalyst class is: 364.